From a dataset of Full USPTO retrosynthesis dataset with 1.9M reactions from patents (1976-2016). Predict the reactants needed to synthesize the given product. (1) Given the product [C:39]1([C:2]2[CH:22]=[CH:21][C:5]([C:6]([NH:8][CH2:9][C:10]3[C:11]([CH2:16][NH:17][C:18](=[O:20])[O:19][C:5]([CH3:21])([CH3:6])[CH3:4])=[N:12][CH:13]=[CH:14][CH:15]=3)=[O:7])=[C:4]([NH:23][CH2:24][CH2:25][C:26]3[CH:31]=[CH:30][CH:29]=[C:28]([F:32])[CH:27]=3)[N:3]=2)[CH2:43][CH2:42][CH2:41][CH:40]=1, predict the reactants needed to synthesize it. The reactants are: Cl[C:2]1[CH:22]=[CH:21][C:5]([C:6]([NH:8][CH2:9][C:10]2[C:11]([CH2:16][NH:17][C:18](=[O:20])[O-:19])=[N:12][CH:13]=[CH:14][CH:15]=2)=[O:7])=[C:4]([NH:23][CH2:24][CH2:25][C:26]2[CH:31]=[CH:30][CH:29]=[C:28]([F:32])[CH:27]=2)[N:3]=1.C([O-])([O-])=O.[K+].[K+].[C:39]1(B(O)O)[CH2:43][CH2:42][CH2:41][CH:40]=1. (2) Given the product [CH:17]1([C:16]#[C:15][C:9]2[C:8]3[N:7]=[C:6]([NH:20][C@H:21]([CH3:26])[C:22]([CH3:25])([CH3:23])[CH3:24])[C:5]4[CH:27]=[CH:28][CH:2]=[CH:3][C:4]=4[C:13]=3[C:12](=[O:14])[NH:11][CH:10]=2)[CH2:19][CH2:18]1, predict the reactants needed to synthesize it. The reactants are: Br[C:2]1[CH:28]=[CH:27][C:5]2[C:6]([NH:20][C@H:21]([CH3:26])[C:22]([CH3:25])([CH3:24])[CH3:23])=[N:7][C:8]3[C:9]([C:15]#[C:16][CH:17]4[CH2:19][CH2:18]4)=[CH:10][NH:11][C:12](=[O:14])[C:13]=3[C:4]=2[CH:3]=1.CC1(C)C(C)(C)OB(C2C=NNC=2)O1.C(=O)([O-])[O-].[Na+].[Na+]. (3) Given the product [NH2:25][C:26]1[C:27]([C:36]([N:44]([CH:39]2[CH2:43][CH2:42][CH2:41][CH2:40]2)[CH2:45][C:46]([O:48][CH2:49][C:50]2[CH:55]=[CH:54][CH:53]=[CH:52][CH:51]=2)=[O:47])=[O:38])=[CH:28][C:29]2[C:34]([CH:35]=1)=[CH:33][CH:32]=[CH:31][CH:30]=2, predict the reactants needed to synthesize it. The reactants are: CN(C(ON1N=NC2C=CC=NC1=2)=[N+](C)C)C.F[P-](F)(F)(F)(F)F.[NH2:25][C:26]1[C:27]([C:36]([OH:38])=O)=[CH:28][C:29]2[C:34]([CH:35]=1)=[CH:33][CH:32]=[CH:31][CH:30]=2.[CH:39]1([NH:44][CH2:45][C:46]([O:48][CH2:49][C:50]2[CH:55]=[CH:54][CH:53]=[CH:52][CH:51]=2)=[O:47])[CH2:43][CH2:42][CH2:41][CH2:40]1.C(N(C(C)C)CC)(C)C.